This data is from Full USPTO retrosynthesis dataset with 1.9M reactions from patents (1976-2016). The task is: Predict the reactants needed to synthesize the given product. (1) Given the product [F:27][C:24]1[CH:25]=[CH:26][C:21]([C:19]2[NH:18][C:10]3=[N:11][CH:12]=[C:13]([C:14]([F:17])([F:16])[F:15])[C:8]([C:29]#[C:28][C:30]4[CH:35]=[CH:34][CH:33]=[CH:32][C:31]=4[N:36]([CH3:41])[S:37]([CH3:40])(=[O:39])=[O:38])=[C:9]3[CH:20]=2)=[CH:22][CH:23]=1, predict the reactants needed to synthesize it. The reactants are: C([O-])([O-])=O.[Cs+].[Cs+].Cl[C:8]1[C:13]([C:14]([F:17])([F:16])[F:15])=[CH:12][N:11]=[C:10]2[NH:18][C:19]([C:21]3[CH:26]=[CH:25][C:24]([F:27])=[CH:23][CH:22]=3)=[CH:20][C:9]=12.[C:28]([C:30]1[CH:35]=[CH:34][CH:33]=[CH:32][C:31]=1[N:36]([CH3:41])[S:37]([CH3:40])(=[O:39])=[O:38])#[CH:29]. (2) The reactants are: [F:1][C:2]([F:56])([F:55])[C:3]1[CH:8]=[CH:7][C:6]([C:9]2[CH2:14][CH2:13][CH2:12][CH2:11][C:10]=2[C:15]([NH:17][C:18]2[CH:23]=[CH:22][C:21]([N:24]3[CH2:29][CH2:28][N:27]([CH2:30][C:31]4[N:35]=[CH:34][N:33](C(C5C=CC=CC=5)(C5C=CC=CC=5)C5C=CC=CC=5)[N:32]=4)[CH2:26][CH2:25]3)=[CH:20][CH:19]=2)=[O:16])=[CH:5][CH:4]=1.Cl.C(OCC)(=O)C.C(=O)([O-])[O-].[K+].[K+]. Given the product [NH:33]1[CH:34]=[N:35][C:31]([CH2:30][N:27]2[CH2:26][CH2:25][N:24]([C:21]3[CH:22]=[CH:23][C:18]([NH:17][C:15]([C:10]4[CH2:11][CH2:12][CH2:13][CH2:14][C:9]=4[C:6]4[CH:7]=[CH:8][C:3]([C:2]([F:56])([F:55])[F:1])=[CH:4][CH:5]=4)=[O:16])=[CH:19][CH:20]=3)[CH2:29][CH2:28]2)=[N:32]1, predict the reactants needed to synthesize it. (3) Given the product [C:1]([Si:5]([C:39]1[CH:40]=[CH:41][CH:42]=[CH:43][CH:44]=1)([C:33]1[CH:38]=[CH:37][CH:36]=[CH:35][CH:34]=1)[O:6][CH2:7][CH2:8][CH2:9][C@H:10]([C:19]1[C:20]([I:45])=[C:21]([CH:22]2[CH2:25][CH:24]([CH2:26][CH:27]([CH3:28])[CH3:29])[CH2:23]2)[O:31][N:30]=1)[CH2:11][C:12]([O:14][C:15]([CH3:16])([CH3:17])[CH3:18])=[O:13])([CH3:3])([CH3:4])[CH3:2], predict the reactants needed to synthesize it. The reactants are: [C:1]([Si:5]([C:39]1[CH:44]=[CH:43][CH:42]=[CH:41][CH:40]=1)([C:33]1[CH:38]=[CH:37][CH:36]=[CH:35][CH:34]=1)[O:6][CH2:7][CH2:8][CH2:9][C@H:10]([C:19](=[N:30][O:31]C)[C:20]#[C:21][CH:22]1[CH2:25][CH:24]([CH2:26][CH:27]([CH3:29])[CH3:28])[CH2:23]1)[CH2:11][C:12]([O:14][C:15]([CH3:18])([CH3:17])[CH3:16])=[O:13])([CH3:4])([CH3:3])[CH3:2].[I:45]Cl.S([O-])([O-])(=O)=S.[Na+].[Na+].